Dataset: Experimentally validated miRNA-target interactions with 360,000+ pairs, plus equal number of negative samples. Task: Binary Classification. Given a miRNA mature sequence and a target amino acid sequence, predict their likelihood of interaction. The miRNA is hsa-miR-6813-3p with sequence AACCUUGGCCCCUCUCCCCAG. The protein sequence of the target gene is MSAEREAAEAATVAAATEAGAETGTGAGEGAPSQPPTVEVASDPQPPPAPEASASASAPPLRCLVLTGFGGYDKVKLQSRPAVPPAPGPGQLTLRVRACGLNFADLMGRQGLYDRLPPLPVTPGMEGAGVVVAVGEGVGDRKAGDRVMVLNRSGMWQEEVTVPSAQTFLMPEAMTFEEAAALLVNYITAYMVLFDFGNLRPGHSVLVHMAAGGVGMAALQLCRTVENVTVFGTASASKHEVLKENGVTHPIDYHTTDYVDEIKKISPKGVDIVMDPLGGSDTAKGYHLLKPMGKVVTYGM.... Result: 0 (no interaction).